From a dataset of NCI-60 drug combinations with 297,098 pairs across 59 cell lines. Regression. Given two drug SMILES strings and cell line genomic features, predict the synergy score measuring deviation from expected non-interaction effect. (1) Drug 1: CC12CCC3C(C1CCC2=O)CC(=C)C4=CC(=O)C=CC34C. Drug 2: CC1CCC2CC(C(=CC=CC=CC(CC(C(=O)C(C(C(=CC(C(=O)CC(OC(=O)C3CCCCN3C(=O)C(=O)C1(O2)O)C(C)CC4CCC(C(C4)OC)OCCO)C)C)O)OC)C)C)C)OC. Cell line: MDA-MB-231. Synergy scores: CSS=48.2, Synergy_ZIP=2.79, Synergy_Bliss=2.68, Synergy_Loewe=-2.25, Synergy_HSA=3.59. (2) Drug 1: CC(CN1CC(=O)NC(=O)C1)N2CC(=O)NC(=O)C2. Drug 2: N.N.Cl[Pt+2]Cl. Cell line: A498. Synergy scores: CSS=28.1, Synergy_ZIP=-6.39, Synergy_Bliss=6.10, Synergy_Loewe=4.33, Synergy_HSA=5.10. (3) Drug 1: CCCS(=O)(=O)NC1=C(C(=C(C=C1)F)C(=O)C2=CNC3=C2C=C(C=N3)C4=CC=C(C=C4)Cl)F. Drug 2: B(C(CC(C)C)NC(=O)C(CC1=CC=CC=C1)NC(=O)C2=NC=CN=C2)(O)O. Cell line: OVCAR-5. Synergy scores: CSS=-2.24, Synergy_ZIP=2.73, Synergy_Bliss=-1.83, Synergy_Loewe=-7.61, Synergy_HSA=-7.66. (4) Drug 1: CCC(=C(C1=CC=CC=C1)C2=CC=C(C=C2)OCCN(C)C)C3=CC=CC=C3.C(C(=O)O)C(CC(=O)O)(C(=O)O)O. Drug 2: CC1=C(C=C(C=C1)C(=O)NC2=CC(=CC(=C2)C(F)(F)F)N3C=C(N=C3)C)NC4=NC=CC(=N4)C5=CN=CC=C5. Cell line: RPMI-8226. Synergy scores: CSS=9.25, Synergy_ZIP=1.21, Synergy_Bliss=4.39, Synergy_Loewe=2.46, Synergy_HSA=1.69. (5) Drug 1: CC1=C(C=C(C=C1)NC(=O)C2=CC=C(C=C2)CN3CCN(CC3)C)NC4=NC=CC(=N4)C5=CN=CC=C5. Drug 2: C1CNP(=O)(OC1)N(CCCl)CCCl. Cell line: NCI-H322M. Synergy scores: CSS=1.35, Synergy_ZIP=1.47, Synergy_Bliss=4.72, Synergy_Loewe=-3.70, Synergy_HSA=1.09. (6) Drug 1: CC1OCC2C(O1)C(C(C(O2)OC3C4COC(=O)C4C(C5=CC6=C(C=C35)OCO6)C7=CC(=C(C(=C7)OC)O)OC)O)O. Drug 2: CC(C)NC(=O)C1=CC=C(C=C1)CNNC.Cl. Cell line: HS 578T. Synergy scores: CSS=16.9, Synergy_ZIP=1.48, Synergy_Bliss=1.25, Synergy_Loewe=-14.8, Synergy_HSA=-1.58.